Task: Predict the reactants needed to synthesize the given product.. Dataset: Full USPTO retrosynthesis dataset with 1.9M reactions from patents (1976-2016) Given the product [Cl:8][C:7]1[C:2]([C:17]2[C:26]3[C:21](=[CH:22][CH:23]=[CH:24][CH:25]=3)[C:20]([C:27]#[N:28])=[CH:19][CH:18]=2)=[N:3][CH:4]=[CH:5][N:6]=1, predict the reactants needed to synthesize it. The reactants are: Cl[C:2]1[C:7]([Cl:8])=[N:6][CH:5]=[CH:4][N:3]=1.CC1(C)C(C)(C)OB([C:17]2[C:26]3[C:21](=[CH:22][CH:23]=[CH:24][CH:25]=3)[C:20]([C:27]#[N:28])=[CH:19][CH:18]=2)O1.C(=O)([O-])[O-].[Na+].[Na+].